This data is from Full USPTO retrosynthesis dataset with 1.9M reactions from patents (1976-2016). The task is: Predict the reactants needed to synthesize the given product. (1) The reactants are: [CH3:1][C:2]1[CH:3]=[C:4]([NH:9][C:10]2[C:11]([NH:21][C:22]3[CH:27]=[CH:26][CH:25]=[CH:24][CH:23]=3)=[CH:12][CH:13]=[C:14]([O:16][C:17]([F:20])([F:19])[F:18])[CH:15]=2)[CH:5]=[C:6]([CH3:8])[CH:7]=1.[ClH:28]. Given the product [Cl-:28].[NH:21]([C:11]1[CH:12]=[CH:13][C:14]([O:16][C:17]([F:18])([F:19])[F:20])=[CH:15][C:10]=1[NH2+:9][C:4]1[CH:5]=[C:6]([CH3:8])[CH:7]=[C:2]([CH3:1])[CH:3]=1)[C:22]1[CH:23]=[CH:24][CH:25]=[CH:26][CH:27]=1, predict the reactants needed to synthesize it. (2) Given the product [CH3:25][C:18]1[CH:17]=[C:16]([CH:21]=[CH:20][C:19]=1[N+:22]([O-:24])=[O:23])[CH2:13][C:5]1[N:4]=[C:3]([C:2]([F:1])([F:27])[F:26])[CH:8]=[C:7]([C:9]([F:10])([F:11])[F:12])[N:6]=1, predict the reactants needed to synthesize it. The reactants are: [F:1][C:2]([F:27])([F:26])[C:3]1[CH:8]=[C:7]([C:9]([F:12])([F:11])[F:10])[N:6]=[C:5]([CH:13]([C:16]2[CH:21]=[CH:20][C:19]([N+:22]([O-:24])=[O:23])=[C:18]([CH3:25])[CH:17]=2)C#N)[N:4]=1.S(=O)(=O)(O)O.C(O)(=O)C.C(=O)(O)O.[H-].[Na+]. (3) Given the product [N:1]1([C:12]([O:14][C:15]([CH3:18])([CH3:17])[CH3:16])=[O:13])[CH2:11][CH2:10][CH2:9][CH:3]([C:4]([O:6][CH2:7][CH3:8])=[O:5])[CH2:2]1, predict the reactants needed to synthesize it. The reactants are: [NH:1]1[CH2:11][CH2:10][CH2:9][CH:3]([C:4]([O:6][CH2:7][CH3:8])=[O:5])[CH2:2]1.[C:12](O[C:12]([O:14][C:15]([CH3:18])([CH3:17])[CH3:16])=[O:13])([O:14][C:15]([CH3:18])([CH3:17])[CH3:16])=[O:13]. (4) Given the product [F:1][C:2]1[CH:7]=[CH:6][C:5](/[C:8](/[C:12]2[CH:17]=[CH:16][N:15]=[CH:14][CH:13]=2)=[CH:9]/[CH2:10][NH2:11])=[CH:4][CH:3]=1, predict the reactants needed to synthesize it. The reactants are: [F:1][C:2]1[CH:7]=[CH:6][C:5](/[C:8](/[C:12]2[CH:17]=[CH:16][N:15]=[CH:14][CH:13]=2)=[CH:9]\[C:10]#[N:11])=[CH:4][CH:3]=1.